Dataset: Catalyst prediction with 721,799 reactions and 888 catalyst types from USPTO. Task: Predict which catalyst facilitates the given reaction. (1) Reactant: [Cl:1][C:2]1[C:7]([C:8]#[N:9])=[CH:6][C:5]([C:10]2[C:19]3[C:14](=[CH:15][C:16]([S:20](OC4C(F)=C(F)C(F)=C(F)C=4F)(=[O:22])=[O:21])=[CH:17][CH:18]=3)[CH:13]=[CH:12][N:11]=2)=[C:4]([O:35][CH3:36])[CH:3]=1.[S:37]1[CH:41]=[N:40][N:39]=[C:38]1[NH2:42].C(=O)([O-])[O-].[Cs+].[Cs+].C(#N)C. Product: [Cl:1][C:2]1[C:7]([C:8]#[N:9])=[CH:6][C:5]([C:10]2[C:19]3[C:14](=[CH:15][C:16]([S:20]([NH:42][C:38]4[S:37][CH:41]=[N:40][N:39]=4)(=[O:21])=[O:22])=[CH:17][CH:18]=3)[CH:13]=[CH:12][N:11]=2)=[C:4]([O:35][CH3:36])[CH:3]=1. The catalyst class is: 13. (2) The catalyst class is: 8. Reactant: [CH3:1][C:2]1[CH:7]=[CH:6][C:5](/[CH:8]=[C:9]2\[CH:10]3[C:16]([CH3:18])([CH3:17])[C:13]([CH3:19])([C:14]\2=[O:15])[CH2:12][CH2:11]3)=[CH:4][CH:3]=1.[CH3:20][CH2:21][CH2:22][CH2:23][CH:24]([CH2:27][O:28][C:29](/[CH:31]=[CH:32]/[C:33]1[CH:34]=[CH:35][C:36]([O:39][CH3:40])=[CH:37][CH:38]=1)=[O:30])[CH2:25][CH3:26]. Product: [CH3:20][CH2:21][CH2:22][CH2:23][CH:24]([CH2:27][O:28][C:29](/[CH:31]=[CH:32]/[C:33]1[CH:38]=[CH:37][C:36]([O:39][CH3:40])=[CH:35][CH:34]=1)=[O:30])[CH2:25][CH3:26].[CH3:1][C:2]1[CH:7]=[CH:6][C:5](/[CH:8]=[C:9]2\[CH:10]3[C:16]([CH3:18])([CH3:17])[C:13]([CH3:19])([C:14]\2=[O:15])[CH2:12][CH2:11]3)=[CH:4][CH:3]=1. (3) Reactant: CO[C:3]([C:5]1[N:6]=[C:7]([C:25]#[N:26])[C:8]2[C:13]([C:14]=1[OH:15])=[CH:12][CH:11]=[C:10]([O:16][C:17]1[CH:22]=[CH:21][C:20]([O:23][CH3:24])=[CH:19][CH:18]=1)[CH:9]=2)=[O:4].[C:27]([O:31][C:32](=[O:38])[C:33]([CH3:37])([CH3:36])[CH2:34][NH2:35])([CH3:30])([CH3:29])[CH3:28]. Product: [C:27]([O:31][C:32](=[O:38])[C:33]([CH3:37])([CH3:36])[CH2:34][NH:35][C:3]([C:5]1[N:6]=[C:7]([C:25]#[N:26])[C:8]2[C:13]([C:14]=1[OH:15])=[CH:12][CH:11]=[C:10]([O:16][C:17]1[CH:18]=[CH:19][C:20]([O:23][CH3:24])=[CH:21][CH:22]=1)[CH:9]=2)=[O:4])([CH3:30])([CH3:28])[CH3:29]. The catalyst class is: 5. (4) Reactant: OC[C:3]1[CH:8]=[CH:7][C:6]([C:9]([NH:11][C:12]2[CH:17]=[C:16]([C:18]3[S:19][CH:20]=[CH:21][CH:22]=3)[CH:15]=[CH:14][C:13]=2[NH:23][C:24](=[O:30])[O:25][C:26]([CH3:29])([CH3:28])[CH3:27])=[O:10])=[CH:5][CH:4]=1.F[P-](F)(F)(F)(F)F.N1(O[P+](N(C)C)(N(C)C)N(C)C)C2C=CC=CC=2N=N1.[CH2:58]([O:60][P:61]([O:64][CH2:65][CH2:66]C1C=CC(C(O)=O)=CC=1)([CH3:63])=[O:62])[CH3:59].CCN(C(C)C)C(C)C. Product: [CH3:63][P:61](=[O:62])([O:64][CH2:65][CH3:66])[O:60][CH2:58][CH2:59][C:3]1[CH:4]=[CH:5][C:6]([C:9]([NH:11][C:12]2[CH:17]=[C:16]([C:18]3[S:19][CH:20]=[CH:21][CH:22]=3)[CH:15]=[CH:14][C:13]=2[NH:23][C:24]([O:25][C:26]([CH3:27])([CH3:28])[CH3:29])=[O:30])=[O:10])=[CH:7][CH:8]=1. The catalyst class is: 634. (5) Reactant: [Br:1][C:2]1[CH:7]=[CH:6][CH:5]=[C:4](I)[CH:3]=1.C([Mg]Cl)(C)C.[O:14]1[CH2:19][CH2:18][C:17](=[O:20])[CH2:16][CH2:15]1. Product: [Br:1][C:2]1[CH:3]=[C:4]([C:17]2([OH:20])[CH2:18][CH2:19][O:14][CH2:15][CH2:16]2)[CH:5]=[CH:6][CH:7]=1. The catalyst class is: 1. (6) Reactant: [S:1]=[C:2]1[NH:11][CH2:10][C:9]2[C:4](=[CH:5][C:6]([C:12]([O:14][CH3:15])=[O:13])=[CH:7][CH:8]=2)[NH:3]1.[CH3:16]I. Product: [CH3:16][S:1][C:2]1[NH:11][CH2:10][C:9]2[C:4](=[CH:5][C:6]([C:12]([O:14][CH3:15])=[O:13])=[CH:7][CH:8]=2)[N:3]=1. The catalyst class is: 14. (7) Reactant: [C:1]([O:5][C:6](=[O:16])[N:7]([C:9]1[CH:14]=[CH:13][C:12]([OH:15])=[CH:11][CH:10]=1)[CH3:8])([CH3:4])([CH3:3])[CH3:2].C([O-])([O-])=O.[K+].[K+].[Br:23][CH2:24][CH2:25][CH2:26][CH2:27][CH2:28][CH2:29]Br. Product: [C:1]([O:5][C:6](=[O:16])[N:7]([C:9]1[CH:10]=[CH:11][C:12]([O:15][CH2:29][CH2:28][CH2:27][CH2:26][CH2:25][CH2:24][Br:23])=[CH:13][CH:14]=1)[CH3:8])([CH3:4])([CH3:2])[CH3:3]. The catalyst class is: 21. (8) Reactant: [NH2:1]N.[Si:3]([O:10][CH2:11][CH2:12][CH2:13][CH2:14][N:15]1[C:27]2[C:26]3[CH:25]=[CH:24][CH:23]=[CH:22][C:21]=3[N:20]=[CH:19][C:18]=2[N:17]=[C:16]1[CH2:28][N:29]1C(=O)C2C(=CC=CC=2)C1=O)([C:6]([CH3:9])([CH3:8])[CH3:7])([CH3:5])[CH3:4]. The catalyst class is: 8. Product: [OH-:10].[NH4+:15].[NH2:29][CH2:28][C:16]1[N:15]([CH2:14][CH2:13][CH2:12][CH2:11][O:10][Si:3]([C:6]([CH3:9])([CH3:7])[CH3:8])([CH3:5])[CH3:4])[C:27]2[C:26]3[CH:25]=[CH:24][CH:23]=[CH:22][C:21]=3[N:20]=[C:19]([NH2:1])[C:18]=2[N:17]=1. (9) Reactant: [C:1]1([C:25]2[CH:30]=[CH:29][CH:28]=[CH:27][CH:26]=2)[CH:6]=[CH:5][C:4]([CH2:7][C@@H:8]([NH:17]C(OC(C)(C)C)=O)[CH2:9][C:10]([O:12][C:13]([CH3:16])([CH3:15])[CH3:14])=[O:11])=[CH:3][CH:2]=1.Cl.O1CCOCC1.[C:38]1(=[O:44])[O:43][C:41](=[O:42])[CH2:40][CH2:39]1.CCN(C(C)C)C(C)C. Product: [C:1]1([C:25]2[CH:30]=[CH:29][CH:28]=[CH:27][CH:26]=2)[CH:6]=[CH:5][C:4]([CH2:7][C@@H:8]([NH:17][C:38](=[O:44])[CH2:39][CH2:40][C:41]([OH:43])=[O:42])[CH2:9][C:10]([O:12][C:13]([CH3:16])([CH3:15])[CH3:14])=[O:11])=[CH:3][CH:2]=1. The catalyst class is: 4. (10) Reactant: [Cl:1][C:2]1[C:3]2[NH:10][CH:9]=[CH:8][C:4]=2[N:5]=[CH:6][N:7]=1.[H-].[Na+].[CH3:13]I. Product: [Cl:1][C:2]1[C:3]2[N:10]([CH3:13])[CH:9]=[CH:8][C:4]=2[N:5]=[CH:6][N:7]=1. The catalyst class is: 31.